The task is: Predict the product of the given reaction.. This data is from Forward reaction prediction with 1.9M reactions from USPTO patents (1976-2016). (1) Given the reactants O[C:2]1[C:11]2[C:6](=[N:7][CH:8]=[CH:9][CH:10]=2)[N:5]([C:12]2[CH:17]=[CH:16][CH:15]=[C:14]([O:18][C:19]([F:22])([F:21])[F:20])[CH:13]=2)[C:4](=[O:23])[C:3]=1[C:24](=O)[CH2:25][C:26]1[CH:31]=[CH:30][CH:29]=[CH:28][C:27]=1[O:32][CH3:33].O.[NH2:36][NH2:37].C(=O)([O-])O.[Na+], predict the reaction product. The product is: [CH3:33][O:32][C:27]1[CH:28]=[CH:29][CH:30]=[CH:31][C:26]=1[CH2:25][C:24]1[C:3]2[C:4](=[O:23])[N:5]([C:12]3[CH:17]=[CH:16][CH:15]=[C:14]([O:18][C:19]([F:20])([F:22])[F:21])[CH:13]=3)[C:6]3[N:7]=[CH:8][CH:9]=[CH:10][C:11]=3[C:2]=2[NH:37][N:36]=1. (2) Given the reactants C([O-])([O-])=O.[K+].[K+].[F:7][C:8]1[CH:9]=[C:10]([C:14](=[O:20])[CH2:15][CH2:16][CH2:17][CH2:18]Cl)[CH:11]=[CH:12][CH:13]=1.[CH3:21][CH:22]([CH3:38])[C:23]([NH:25][C:26]1[CH:31]=[CH:30][CH:29]=[C:28]([CH:32]2[CH2:37][CH2:36][NH:35][CH2:34][CH2:33]2)[CH:27]=1)=[O:24], predict the reaction product. The product is: [F:7][C:8]1[CH:9]=[C:10]([C:14](=[O:20])[CH2:15][CH2:16][CH2:17][CH2:18][N:35]2[CH2:36][CH2:37][CH:32]([C:28]3[CH:27]=[C:26]([NH:25][C:23](=[O:24])[CH:22]([CH3:21])[CH3:38])[CH:31]=[CH:30][CH:29]=3)[CH2:33][CH2:34]2)[CH:11]=[CH:12][CH:13]=1. (3) Given the reactants C([O:5][C:6](=[O:35])[C:7]1[CH:12]=[CH:11][C:10]([NH:13][CH:14]([C:25]2[CH:30]=[CH:29][C:28]([C:31]([CH3:34])([CH3:33])[CH3:32])=[CH:27][CH:26]=2)[C:15](=[O:24])[NH:16][C:17]2[CH:22]=[CH:21][C:20]([I:23])=[CH:19][CH:18]=2)=[CH:9][CH:8]=1)(C)(C)C.C(O)(C(F)(F)F)=O, predict the reaction product. The product is: [C:31]([C:28]1[CH:27]=[CH:26][C:25]([CH:14]([NH:13][C:10]2[CH:9]=[CH:8][C:7]([C:6]([OH:35])=[O:5])=[CH:12][CH:11]=2)[C:15](=[O:24])[NH:16][C:17]2[CH:22]=[CH:21][C:20]([I:23])=[CH:19][CH:18]=2)=[CH:30][CH:29]=1)([CH3:34])([CH3:32])[CH3:33]. (4) Given the reactants Br[C:2]1[N:10]2[C:5]([C:6]([NH2:11])=[N:7][CH:8]=[N:9]2)=[CH:4][CH:3]=1.Cl[Si](C)(C)C.CC([Mg]Cl)C.[C:22]1(=[O:28])[CH2:27][CH2:26][CH2:25][CH2:24][CH2:23]1, predict the reaction product. The product is: [NH2:11][C:6]1[C:5]2=[CH:4][CH:3]=[C:2]([C:22]3([OH:28])[CH2:27][CH2:26][CH2:25][CH2:24][CH2:23]3)[N:10]2[N:9]=[CH:8][N:7]=1. (5) Given the reactants [C:1]([O:5][C:6]([N:8]1[CH2:13][CH2:12][CH:11]([N:14]2[C:18]3=[N:19][CH:20]=[N:21][C:22](Cl)=[C:17]3[CH:16]=[N:15]2)[CH2:10][CH2:9]1)=[O:7])([CH3:4])([CH3:3])[CH3:2].[F:24][C:25]1[CH:31]=[C:30]([S:32]([CH3:35])(=[O:34])=[O:33])[CH:29]=[CH:28][C:26]=1[NH2:27], predict the reaction product. The product is: [C:1]([O:5][C:6]([N:8]1[CH2:13][CH2:12][CH:11]([N:14]2[C:18]3=[N:19][CH:20]=[N:21][C:22]([NH:27][C:26]4[CH:28]=[CH:29][C:30]([S:32]([CH3:35])(=[O:34])=[O:33])=[CH:31][C:25]=4[F:24])=[C:17]3[CH:16]=[N:15]2)[CH2:10][CH2:9]1)=[O:7])([CH3:4])([CH3:3])[CH3:2]. (6) Given the reactants F[C:2]1[CH:3]=[C:4]([C:9]2[CH:10]=[C:11]([CH2:20][O:21][S:22]([CH3:25])(=[O:24])=[O:23])[C:12](=[O:19])[N:13]([CH2:15][CH:16]([CH3:18])[CH3:17])[N:14]=2)[CH:5]=[CH:6][C:7]=1[CH3:8].[C:26]1([C:26]2[CH:31]=[CH:30]C=[CH:28][CH:27]=2)[CH:31]=[CH:30]C(C2C=C(CO)C(=O)N(CC(C)C)N=2)=[CH:28][CH:27]=1, predict the reaction product. The product is: [C:7]1([C:8]2[CH:30]=[CH:31][CH:26]=[CH:27][CH:28]=2)[CH:6]=[CH:5][C:4]([C:9]2[CH:10]=[C:11]([CH2:20][O:21][S:22]([CH3:25])(=[O:24])=[O:23])[C:12](=[O:19])[N:13]([CH2:15][CH:16]([CH3:18])[CH3:17])[N:14]=2)=[CH:3][CH:2]=1. (7) Given the reactants ClC(N(C)C)=C(C)C.[Si:9]([O:16][C@@H:17]([CH2:21][O:22][CH:23]1[CH2:26][CH2:25][CH2:24]1)[C:18]([OH:20])=O)([C:12]([CH3:15])([CH3:14])[CH3:13])([CH3:11])[CH3:10].N1C=CC=CC=1.[CH3:33][C:34]1[CH:35]=[CH:36][C:37]([NH2:40])=[N:38][CH:39]=1.C(O)(=O)CC(CC(O)=O)(C(O)=O)O, predict the reaction product. The product is: [Si:9]([O:16][C@@H:17]([CH2:21][O:22][CH:23]1[CH2:26][CH2:25][CH2:24]1)[C:18]([NH:40][C:37]1[CH:36]=[CH:35][C:34]([CH3:33])=[CH:39][N:38]=1)=[O:20])([C:12]([CH3:13])([CH3:14])[CH3:15])([CH3:10])[CH3:11]. (8) Given the reactants [F:1][C:2]1[CH:7]=[CH:6][C:5]([F:8])=[CH:4][C:3]=1[C:9]1[CH:21]=[CH:20][C:12]([C:13]([O:15]C(C)(C)C)=[O:14])=[CH:11][N:10]=1.C(O)(C(F)(F)F)=O.C1(C)C=CC=CC=1, predict the reaction product. The product is: [F:1][C:2]1[CH:7]=[CH:6][C:5]([F:8])=[CH:4][C:3]=1[C:9]1[CH:21]=[CH:20][C:12]([C:13]([OH:15])=[O:14])=[CH:11][N:10]=1.